Dataset: Retrosynthesis with 50K atom-mapped reactions and 10 reaction types from USPTO. Task: Predict the reactants needed to synthesize the given product. (1) Given the product Clc1ccc(SCCCBr)cc1, predict the reactants needed to synthesize it. The reactants are: BrCCCBr.Sc1ccc(Cl)cc1. (2) Given the product CN(C)C(=O)N(C)c1nnc(C(C)(C)CCl)s1, predict the reactants needed to synthesize it. The reactants are: CN(C)C(=O)Cl.CNc1nnc(C(C)(C)CCl)s1. (3) Given the product COCCNc1cc(NC(=O)N2CCCc3cc(CO)c(C(OC)OC)nc32)ncc1C#N, predict the reactants needed to synthesize it. The reactants are: COCCNc1cc(NC(=O)N2CCCc3cc(CO[Si](C)(C)C(C)(C)C)c(C(OC)OC)nc32)ncc1C#N. (4) The reactants are: C=CC(CC(=O)OCC)c1cnc(C)nc1.O=C([O-])O. Given the product CCOC(=O)CC(CCO)c1cnc(C)nc1, predict the reactants needed to synthesize it.